This data is from Peptide-MHC class II binding affinity with 134,281 pairs from IEDB. The task is: Regression. Given a peptide amino acid sequence and an MHC pseudo amino acid sequence, predict their binding affinity value. This is MHC class II binding data. (1) The binding affinity (normalized) is 0.458. The MHC is HLA-DPA10201-DPB10101 with pseudo-sequence HLA-DPA10201-DPB10101. The peptide sequence is VDKIDAAFKIAATAA. (2) The peptide sequence is AAGAATTAAGAASGA. The MHC is DRB1_0901 with pseudo-sequence DRB1_0901. The binding affinity (normalized) is 0.334. (3) The peptide sequence is VGAATGAATAATGGY. The MHC is HLA-DQA10102-DQB10602 with pseudo-sequence HLA-DQA10102-DQB10602. The binding affinity (normalized) is 0.806. (4) The peptide sequence is RFDTNGDGKISLSEL. The MHC is HLA-DPA10103-DPB10201 with pseudo-sequence HLA-DPA10103-DPB10201. The binding affinity (normalized) is 0.180.